This data is from Reaction yield outcomes from USPTO patents with 853,638 reactions. The task is: Predict the reaction yield, written as a fraction of the theoretical maximum amount of product (1.0 means a 100% yield; for example, 0.34 means a 34% yield). (1) The reactants are [CH2:1]([C:3]1([CH2:16][C:17](O)=O)[C:8]2[NH:9][C:10]3[C:15]([C:7]=2[CH2:6][CH2:5][O:4]1)=[CH:14][CH:13]=[CH:12][CH:11]=3)[CH3:2].[H-].[Al+3].[Li+].[H-].[H-].[H-].[O:26]1CCCC1. No catalyst specified. The product is [CH2:1]([C:3]1([CH:16]([OH:26])[CH3:17])[C:8]2[NH:9][C:10]3[C:15]([C:7]=2[CH2:6][CH2:5][O:4]1)=[CH:14][CH:13]=[CH:12][CH:11]=3)[CH3:2]. The yield is 0.790. (2) The reactants are Br[C:2]1[CH:3]=[C:4]([NH:13][S:14]([CH2:17][CH3:18])(=[O:16])=[O:15])[CH:5]=[CH:6][C:7]=1[O:8][CH2:9][CH:10]1[CH2:12][CH2:11]1.[CH3:19][C:20]1([CH3:36])[C:24]([CH3:26])([CH3:25])[O:23][B:22]([B:22]2[O:23][C:24]([CH3:26])([CH3:25])[C:20]([CH3:36])([CH3:19])[O:21]2)[O:21]1.CC([O-])=O.[K+].CC12CC3(C)P(C4C=CC=CC=4)C(C)(CC(C)(O3)O1)O2. The catalyst is O1CCOCC1.C1C=CC(/C=C/C(/C=C/C2C=CC=CC=2)=O)=CC=1.C1C=CC(/C=C/C(/C=C/C2C=CC=CC=2)=O)=CC=1.C1C=CC(/C=C/C(/C=C/C2C=CC=CC=2)=O)=CC=1.[Pd].[Pd]. The product is [CH:10]1([CH2:9][O:8][C:7]2[CH:6]=[CH:5][C:4]([NH:13][S:14]([CH2:17][CH3:18])(=[O:16])=[O:15])=[CH:3][C:2]=2[B:22]2[O:23][C:24]([CH3:26])([CH3:25])[C:20]([CH3:36])([CH3:19])[O:21]2)[CH2:12][CH2:11]1. The yield is 0.650. (3) The reactants are Cl[C:2]1[N:10]=[C:9]2[C:5]([N:6]=[C:7]([CH:12]=[O:13])[N:8]2[CH3:11])=[C:4]([N:14]2[CH2:19][CH2:18][O:17][CH2:16][CH2:15]2)[N:3]=1.[CH:20]1([C:23]2[NH:24][C:25]3[CH:31]=[CH:30][CH:29]=[CH:28][C:26]=3[N:27]=2)[CH2:22][CH2:21]1.CC(C1C=C(C(C)C)C(C2C=CC=CC=2P(C2CCCCC2)C2CCCCC2)=C(C(C)C)C=1)C.C([O-])([O-])=O.[Cs+].[Cs+]. The catalyst is O1CCOCC1.CN(C=O)C.C1C=CC(/C=C/C(/C=C/C2C=CC=CC=2)=O)=CC=1.C1C=CC(/C=C/C(/C=C/C2C=CC=CC=2)=O)=CC=1.C1C=CC(/C=C/C(/C=C/C2C=CC=CC=2)=O)=CC=1.[Pd].[Pd]. The product is [CH:20]1([C:23]2[N:24]([C:2]3[N:10]=[C:9]4[C:5]([N:6]=[C:7]([CH:12]=[O:13])[N:8]4[CH3:11])=[C:4]([N:14]4[CH2:19][CH2:18][O:17][CH2:16][CH2:15]4)[N:3]=3)[C:25]3[CH:31]=[CH:30][CH:29]=[CH:28][C:26]=3[N:27]=2)[CH2:22][CH2:21]1. The yield is 0.890. (4) The reactants are Cl.[NH2:2][OH:3].C([O-])(O)=O.[Na+].[Br:9][C:10]1[CH:15]=[CH:14][C:13]([CH:16]=O)=[CH:12][N:11]=1. The catalyst is O.C(O)C. The product is [Br:9][C:10]1[CH:15]=[CH:14][C:13]([CH:16]=[N:2][OH:3])=[CH:12][N:11]=1. The yield is 0.630. (5) The reactants are [NH2:1][CH2:2][C:3]1[C:4](=[O:14])[NH:5][C:6]([CH:10]2[CH2:13][CH2:12][CH2:11]2)=[CH:7][C:8]=1[CH3:9].[NH2:15][CH2:16][C:17]1[C:18](=[O:28])[NH:19][C:20]([CH3:27])=[CH:21][C:22]=1[CH:23]1[CH2:26][CH2:25][CH2:24]1.CC([O:33][C:34](OC(OC(C)(C)C)=O)=[O:35])(C)C.C(N(CC)CC)C. The catalyst is C1COCC1.CN(C=O)C. The yield is 0.200. The product is [CH3:26][C:23]([N:1]([CH2:2][C:3]1[C:4](=[O:14])[NH:5][C:6]([CH:10]2[CH2:11][CH2:12][CH2:13]2)=[CH:7][C:8]=1[CH3:9])[C:34](=[O:33])[O-:35])([CH3:22])[CH3:24].[CH3:13][C:10]([N:15]([CH2:16][C:17]1[C:18](=[O:28])[NH:19][C:20]([CH3:27])=[CH:21][C:22]=1[CH:23]1[CH2:26][CH2:25][CH2:24]1)[C:34](=[O:33])[O-:35])([CH3:6])[CH3:11]. (6) The reactants are [N:1]1[C:9]([NH:10][CH2:11][C:12]2[C:13](N(C)CCNC)=[N:14][C:15]3[C:20]([CH:21]=2)=[CH:19][CH:18]=[CH:17][C:16]=3[CH3:22])=[C:8]2[C:4]([NH:5][CH:6]=[N:7]2)=[N:3][CH:2]=1.[N:29]1([CH2:34][C:35]([OH:37])=O)[CH:33]=[CH:32][N:31]=[N:30]1.[CH3:38][CH2:39][N:40]([CH:44](C)C)C(C)C.[CH3:47][N:48](C(ON1N=NC2C=CC=NC1=2)=[N+](C)C)C.F[P-](F)(F)(F)(F)F. The catalyst is CN(C=O)C. The product is [N:1]1[C:9]([NH:10][CH2:11][C:12]2[C:13]([CH:39]([NH:40][CH3:44])[CH2:38][CH:34]([N:29]3[CH:33]=[CH:32][N:31]=[N:30]3)[C:35]([NH:48][CH3:47])=[O:37])=[N:14][C:15]3[C:20]([CH:21]=2)=[CH:19][CH:18]=[CH:17][C:16]=3[CH3:22])=[C:8]2[C:4]([NH:5][CH:6]=[N:7]2)=[N:3][CH:2]=1. The yield is 0.460.